This data is from Full USPTO retrosynthesis dataset with 1.9M reactions from patents (1976-2016). The task is: Predict the reactants needed to synthesize the given product. (1) Given the product [F:28][C:25]1[CH:26]=[CH:27][C:22]([C:17]2[C:16]([C:14]([C:9]3[C:8]4[C:12](=[CH:13][C:5]([C:3]([OH:4])=[O:2])=[CH:6][CH:7]=4)[NH:11][CH:10]=3)=[O:15])=[C:20]([CH3:21])[O:19][N:18]=2)=[CH:23][CH:24]=1, predict the reactants needed to synthesize it. The reactants are: C[O:2][C:3]([C:5]1[CH:13]=[C:12]2[C:8]([C:9]([C:14]([C:16]3[C:17]([C:22]4[CH:27]=[CH:26][C:25]([F:28])=[CH:24][CH:23]=4)=[N:18][O:19][C:20]=3[CH3:21])=[O:15])=[CH:10][NH:11]2)=[CH:7][CH:6]=1)=[O:4].O[Li].O. (2) Given the product [C:18]([O:22][C:23]([N:25]1[CH2:30][CH2:29][CH2:28][CH:27]([NH:31][C:15](=[O:17])[CH2:14][C:10]2[S:9][C:8]([C:5]3[CH:4]=[CH:3][C:2]([Cl:1])=[CH:7][CH:6]=3)=[N:12][C:11]=2[CH3:13])[CH2:26]1)=[O:24])([CH3:21])([CH3:19])[CH3:20], predict the reactants needed to synthesize it. The reactants are: [Cl:1][C:2]1[CH:7]=[CH:6][C:5]([C:8]2[S:9][C:10]([CH2:14][C:15]([OH:17])=O)=[C:11]([CH3:13])[N:12]=2)=[CH:4][CH:3]=1.[C:18]([O:22][C:23]([N:25]1[CH2:30][CH2:29][CH2:28][CH:27]([NH2:31])[CH2:26]1)=[O:24])([CH3:21])([CH3:20])[CH3:19]. (3) Given the product [CH3:1][CH:2]1[CH2:6][C:5](=[O:7])[CH2:4][CH:3]1[C:8]([O:10][CH2:11][CH3:12])=[O:9], predict the reactants needed to synthesize it. The reactants are: [CH3:1][C:2]1[CH:3]([C:8]([O:10][CH2:11][CH3:12])=[O:9])[CH2:4][C:5](=[O:7])[CH:6]=1. (4) Given the product [CH3:1][O:2][C:3]([C@@H:5]1[CH2:18][C@H:17]([O:19][S:30]([CH3:29])(=[O:32])=[O:31])[C:16](=[O:20])[C@H:15]2[C@@:6]1([CH3:28])[CH2:7][CH2:8][C@@H:9]1[C@:14]2([CH3:21])[CH2:13][C@@H:12]([C:22]2[CH:26]=[CH:25][O:24][CH:23]=2)[O:11][C:10]1=[O:27])=[O:4], predict the reactants needed to synthesize it. The reactants are: [CH3:1][O:2][C:3]([C@@H:5]1[CH2:18][C@H:17]([OH:19])[C:16](=[O:20])[C@H:15]2[C@@:6]1([CH3:28])[CH2:7][CH2:8][C@H:9]1[C@:14]2([CH3:21])[CH2:13][C@@H:12]([C:22]2[CH:26]=[CH:25][O:24][CH:23]=2)[O:11][C:10]1=[O:27])=[O:4].[CH3:29][S:30](Cl)(=[O:32])=[O:31].CCN(CC)CC. (5) The reactants are: [C:1]([NH:5][S:6]([C:9]1[C:10]([CH3:26])=[C:11]([C:16]2[CH:21]=[CH:20][N:19]=[C:18]([NH:22][C:23](=[O:25])[CH3:24])[CH:17]=2)[CH:12]=[N:13][C:14]=1Cl)(=[O:8])=[O:7])([CH3:4])([CH3:3])[CH3:2]. Given the product [C:1]([NH:5][S:6]([C:9]1[C:10]([CH3:26])=[C:11]([C:16]2[CH:21]=[CH:20][N:19]=[C:18]([NH:22][C:23](=[O:25])[CH3:24])[CH:17]=2)[CH:12]=[N:13][CH:14]=1)(=[O:7])=[O:8])([CH3:4])([CH3:3])[CH3:2], predict the reactants needed to synthesize it. (6) Given the product [O:1]1[CH:5]=[CH:4][CH:3]=[C:2]1[C:6]1[N:7]=[C:8]([NH:18][C:19]([C:21]2[CH:22]=[CH:23][N:24]=[CH:25][CH:26]=2)=[O:20])[S:9][C:10]=1[C:11]([C:13]1[CH:17]=[CH:16][N:15]([CH3:29])[CH:14]=1)=[O:12], predict the reactants needed to synthesize it. The reactants are: [O:1]1[CH:5]=[CH:4][CH:3]=[C:2]1[C:6]1[N:7]=[C:8]([NH:18][C:19]([C:21]2[CH:26]=[CH:25][N:24]=[CH:23][CH:22]=2)=[O:20])[S:9][C:10]=1[C:11]([C:13]1[CH:17]=[CH:16][NH:15][CH:14]=1)=[O:12].[H-].[Na+].[CH3:29]I.O.